From a dataset of Forward reaction prediction with 1.9M reactions from USPTO patents (1976-2016). Predict the product of the given reaction. (1) Given the reactants [Cl:1][C:2]1[C:3]([NH2:9])=[N:4][CH:5]=[N:6][C:7]=1Cl.[NH2:10][CH2:11][C@@H:12]1[CH2:17][CH2:16][N:15](C(OC(C)(C)C)=O)[CH2:14][C@H:13]1[OH:25].[O:26]([C:33]1[CH:38]=[CH:37][C:36](B(O)O)=[CH:35][CH:34]=1)[C:27]1[CH:32]=[CH:31][CH:30]=[CH:29][CH:28]=1, predict the reaction product. The product is: [ClH:1].[NH2:9][C:3]1[N:4]=[CH:5][N:6]=[C:7]([NH:10][CH2:11][C@@H:12]2[CH2:17][CH2:16][NH:15][CH2:14][C@H:13]2[OH:25])[C:2]=1[C:36]1[CH:37]=[CH:38][C:33]([O:26][C:27]2[CH:32]=[CH:31][CH:30]=[CH:29][CH:28]=2)=[CH:34][CH:35]=1. (2) Given the reactants [Br:1][C:2]1[C:10]2[C:5](=[CH:6][CH:7]=[C:8]([C:11]#[N:12])[CH:9]=2)[N:4]([CH:13]2[CH2:18][CH2:17][CH2:16][CH2:15][O:14]2)[N:3]=1.[OH:19]O.[OH-].[Na+].Cl, predict the reaction product. The product is: [Br:1][C:2]1[C:10]2[C:5](=[CH:6][CH:7]=[C:8]([C:11]([NH2:12])=[O:19])[CH:9]=2)[N:4]([CH:13]2[CH2:18][CH2:17][CH2:16][CH2:15][O:14]2)[N:3]=1. (3) Given the reactants [CH2:1]([C:5]1[CH:10]=[CH:9][C:8]([C:11]#[C:12][C:13]2[CH:38]=[CH:37][C:16]([CH2:17][N:18]([CH2:24][C:25]3[CH:36]=[CH:35][C:28]([O:29][CH2:30][C:31]([O:33]C)=[O:32])=[CH:27][CH:26]=3)[C:19](=[O:23])[CH2:20][C:21]#[N:22])=[CH:15][CH:14]=2)=[CH:7][CH:6]=1)[CH2:2][CH2:3][CH3:4].[OH-].[Na+], predict the reaction product. The product is: [CH2:1]([C:5]1[CH:6]=[CH:7][C:8]([C:11]#[C:12][C:13]2[CH:38]=[CH:37][C:16]([CH2:17][N:18]([CH2:24][C:25]3[CH:26]=[CH:27][C:28]([O:29][CH2:30][C:31]([OH:33])=[O:32])=[CH:35][CH:36]=3)[C:19](=[O:23])[CH2:20][C:21]#[N:22])=[CH:15][CH:14]=2)=[CH:9][CH:10]=1)[CH2:2][CH2:3][CH3:4]. (4) The product is: [F:23][C:2]([F:1])([F:22])[C:3]1[CH:21]=[CH:20][C:6]([O:7][CH:8]2[CH2:12][CH2:11][NH:10][CH2:9]2)=[CH:5][CH:4]=1. Given the reactants [F:1][C:2]([F:23])([F:22])[C:3]1[CH:21]=[CH:20][C:6]([O:7][CH:8]2[CH2:12][CH2:11][N:10](C(OC(C)(C)C)=O)[CH2:9]2)=[CH:5][CH:4]=1.FC(F)(F)C(O)=O.ClCCl, predict the reaction product. (5) Given the reactants [CH3:1][O:2][C:3]1[C:4]2[C:15]([C:16]3[CH:21]=[CH:20][CH:19]=[CH:18][CH:17]=3)=[C:14]([C:22]3[CH:27]=[CH:26][C:25]([C:28]4([NH:32][C:33](=[O:39])[O:34][C:35]([CH3:38])([CH3:37])[CH3:36])[CH2:31][CH2:30][CH2:29]4)=[CH:24][CH:23]=3)[O:13][C:5]=2[N:6]=[C:7](S(C)(=O)=O)[N:8]=1.[CH3:40][O:41][CH2:42][CH2:43][NH2:44].C(Cl)Cl.O, predict the reaction product. The product is: [CH3:1][O:2][C:3]1[C:4]2[C:15]([C:16]3[CH:21]=[CH:20][CH:19]=[CH:18][CH:17]=3)=[C:14]([C:22]3[CH:27]=[CH:26][C:25]([C:28]4([NH:32][C:33](=[O:39])[O:34][C:35]([CH3:38])([CH3:37])[CH3:36])[CH2:31][CH2:30][CH2:29]4)=[CH:24][CH:23]=3)[O:13][C:5]=2[N:6]=[C:7]([NH:44][CH2:43][CH2:42][O:41][CH3:40])[N:8]=1. (6) Given the reactants [CH:1]1[C:6](N)=[CH:5][CH:4]=[C:3](N)[CH:2]=1.[OH2:9], predict the reaction product. The product is: [C:1]1([OH:9])[C:6]2[C:5](=[CH:6][CH:1]=[CH:2][CH:3]=2)[CH:4]=[CH:3][CH:2]=1.